From a dataset of Full USPTO retrosynthesis dataset with 1.9M reactions from patents (1976-2016). Predict the reactants needed to synthesize the given product. Given the product [Br:21][C:7]1[C:6]2[C:11](=[C:2]([F:1])[CH:3]=[C:4]([O:18][CH3:19])[CH:5]=2)[N:10]=[CH:9][C:8]=1[C:12]([O:14][CH2:15][CH3:16])=[O:13], predict the reactants needed to synthesize it. The reactants are: [F:1][C:2]1[CH:3]=[C:4]([O:18][CH3:19])[CH:5]=[C:6]2[C:11]=1[NH:10][CH:9]=[C:8]([C:12]([O:14][CH2:15][CH3:16])=[O:13])[C:7]2=O.P(Br)(Br)[Br:21].C(=O)(O)[O-].[Na+].